This data is from Serine/threonine kinase 33 screen with 319,792 compounds. The task is: Binary Classification. Given a drug SMILES string, predict its activity (active/inactive) in a high-throughput screening assay against a specified biological target. (1) The drug is S(=O)(=O)(N1CCOCC1)c1ccc(N2CCC(CC2)CNC(=O)c2c(OC)cccc2)cc1. The result is 0 (inactive). (2) The drug is s1c(C(N2CCN(CC2)C)C(NC(=O)c2cccnc2)C)ccc1. The result is 0 (inactive). (3) The molecule is S(=O)(=O)(Nc1ccccc1)c1ccc(C(=O)NC(c2ccc(S(=O)(=O)N)cc2)C)cc1. The result is 0 (inactive). (4) The drug is FC(F)(F)c1ccc(C2CC(OC(C(=O)NC3CC3)=C2)OCc2ccc(cc2)CO)cc1. The result is 0 (inactive).